From a dataset of Full USPTO retrosynthesis dataset with 1.9M reactions from patents (1976-2016). Predict the reactants needed to synthesize the given product. (1) Given the product [NH2:32][C:29]1[S:30][CH:31]=[C:27]([CH2:26][CH2:25][NH:24][C:22]([C:21]2[CH:20]=[CH:19][C:18]([NH:17][C:15]([C:10]3[C:9]([C:6]4[CH:5]=[CH:4][C:3]([C:2]([F:43])([F:1])[F:42])=[CH:8][CH:7]=4)=[CH:14][CH:13]=[CH:12][CH:11]=3)=[O:16])=[CH:41][CH:40]=2)=[O:23])[N:28]=1, predict the reactants needed to synthesize it. The reactants are: [F:1][C:2]([F:43])([F:42])[C:3]1[CH:8]=[CH:7][C:6]([C:9]2[CH:14]=[CH:13][CH:12]=[CH:11][C:10]=2[C:15]([NH:17][C:18]2[CH:41]=[CH:40][C:21]([C:22]([NH:24][CH2:25][CH2:26][C:27]3[N:28]=[C:29]([NH:32]C(=O)OC(C)(C)C)[S:30][CH:31]=3)=[O:23])=[CH:20][CH:19]=2)=[O:16])=[CH:5][CH:4]=1.FC(F)(F)C(O)=O. (2) Given the product [Cl:28][C:29]1[CH:36]=[CH:35][C:32]([CH2:33][N:8]2[C:6]3=[N:7][C:2]([CH3:1])=[C:3]([C:18]([O:20][CH3:21])=[O:19])[C:4]([C:11]4[CH:12]=[CH:13][C:14]([CH3:17])=[CH:15][CH:16]=4)=[C:5]3[CH:10]=[CH:9]2)=[C:31]([F:37])[CH:30]=1, predict the reactants needed to synthesize it. The reactants are: [CH3:1][C:2]1[N:7]=[C:6]2[NH:8][CH:9]=[CH:10][C:5]2=[C:4]([C:11]2[CH:16]=[CH:15][C:14]([CH3:17])=[CH:13][CH:12]=2)[C:3]=1[C:18]([O:20][CH3:21])=[O:19].C(=O)([O-])[O-].[Cs+].[Cs+].[Cl:28][C:29]1[CH:36]=[CH:35][C:32]([CH2:33]Br)=[C:31]([F:37])[CH:30]=1.[NH4+].[Cl-].